From a dataset of Catalyst prediction with 721,799 reactions and 888 catalyst types from USPTO. Predict which catalyst facilitates the given reaction. Reactant: [NH:1]1[C:5]2=[N:6][CH:7]=[C:8]([NH2:10])[CH:9]=[C:4]2[CH:3]=[N:2]1.[F:11][C:12]1[C:20]([NH:21][S:22]([CH2:25][CH2:26][CH3:27])(=[O:24])=[O:23])=[CH:19][CH:18]=[C:17]([F:28])[C:13]=1[C:14](O)=[O:15].CCN=C=NCCCN(C)C.C1C=CC2N(O)N=NC=2C=1. Product: [F:11][C:12]1[C:20]([NH:21][S:22]([CH2:25][CH2:26][CH3:27])(=[O:23])=[O:24])=[CH:19][CH:18]=[C:17]([F:28])[C:13]=1[C:14]([NH:10][C:8]1[CH:9]=[C:4]2[CH:3]=[N:2][NH:1][C:5]2=[N:6][CH:7]=1)=[O:15]. The catalyst class is: 39.